This data is from Full USPTO retrosynthesis dataset with 1.9M reactions from patents (1976-2016). The task is: Predict the reactants needed to synthesize the given product. (1) Given the product [O:1]=[C:2]1[CH:11]=[CH:10][C:9]2[C:4](=[CH:5][CH:6]=[C:7]([C:12]([F:14])([F:13])[F:15])[CH:8]=2)[N:3]1[CH2:16][C:17]([OH:19])=[O:18], predict the reactants needed to synthesize it. The reactants are: [O:1]=[C:2]1[CH:11]=[CH:10][C:9]2[C:4](=[CH:5][CH:6]=[C:7]([C:12]([F:15])([F:14])[F:13])[CH:8]=2)[N:3]1[CH2:16][C:17]([O:19]C)=[O:18].O[Li].O.Cl. (2) Given the product [N:33]1([NH:39][C:3]([C:5]2[C:9]([CH3:10])=[C:8]([C:11]3[CH:12]=[C:13]([C:21]([F:23])([F:24])[F:22])[CH:14]=[C:15]([C:17]([F:18])([F:19])[F:20])[CH:16]=3)[N:7]([CH2:25][CH:26]3[CH2:27][CH2:28][CH2:29][CH2:30][CH2:31]3)[C:6]=2[CH3:32])=[O:2])[CH2:38][CH2:37][CH2:36][CH2:35][CH2:34]1, predict the reactants needed to synthesize it. The reactants are: C[O:2][C:3]([C:5]1[C:9]([CH3:10])=[C:8]([C:11]2[CH:16]=[C:15]([C:17]([F:20])([F:19])[F:18])[CH:14]=[C:13]([C:21]([F:24])([F:23])[F:22])[CH:12]=2)[N:7]([CH2:25][CH:26]2[CH2:31][CH2:30][CH2:29][CH2:28][CH2:27]2)[C:6]=1[CH3:32])=O.[N:33]1([NH2:39])[CH2:38][CH2:37][CH2:36][CH2:35][CH2:34]1. (3) Given the product [C:25]([C:29]1[CH:30]=[CH:31][C:32]([NH:33][C:19](=[O:20])[C:18]2[CH:22]=[CH:23][CH:24]=[C:16]([C:9]3[C:8]([C:5]4[CH:6]=[CH:7][N:2]=[CH:3][CH:4]=4)=[C:12]4[S:13][CH2:14][CH2:15][N:11]4[N:10]=3)[CH:17]=2)=[CH:34][CH:35]=1)([CH3:28])([CH3:26])[CH3:27], predict the reactants needed to synthesize it. The reactants are: Cl.[N:2]1[CH:7]=[CH:6][C:5]([C:8]2[C:9]([C:16]3[CH:17]=[C:18]([CH:22]=[CH:23][CH:24]=3)[C:19](O)=[O:20])=[N:10][N:11]3[CH2:15][CH2:14][S:13][C:12]=23)=[CH:4][CH:3]=1.[C:25]([C:29]1[CH:35]=[CH:34][C:32]([NH2:33])=[CH:31][CH:30]=1)([CH3:28])([CH3:27])[CH3:26]. (4) Given the product [F:19][C:4]([F:3])([F:18])[C:5]1[CH:10]=[CH:9][N:8]=[C:7]([CH2:11][CH:12]2[CH2:16][CH2:15][CH2:14][CH:13]2[OH:17])[CH:6]=1, predict the reactants needed to synthesize it. The reactants are: [BH4-].[Na+].[F:3][C:4]([F:19])([F:18])[C:5]1[CH:10]=[CH:9][N:8]=[C:7]([CH2:11][CH:12]2[CH2:16][CH2:15][CH2:14][C:13]2=[O:17])[CH:6]=1. (5) Given the product [CH3:13][O:12][C:11]1[CH:10]=[C:9]2[C:4]([C:5]([O:15][C@H:16]3[CH2:20][NH:19][C@H:18]([C:28]([O:30][CH3:31])=[O:29])[CH2:17]3)=[CH:6][C:7](=[O:14])[NH:8]2)=[CH:3][C:2]=1[CH:32]=[CH2:33], predict the reactants needed to synthesize it. The reactants are: Br[C:2]1[CH:3]=[C:4]2[C:9](=[CH:10][C:11]=1[O:12][CH3:13])[NH:8][C:7](=[O:14])[CH:6]=[C:5]2[O:15][C@H:16]1[CH2:20][N:19](C(OC(C)(C)C)=O)[C@H:18]([C:28]([O:30][CH3:31])=[O:29])[CH2:17]1.[CH:32]([B-](F)(F)F)=[CH2:33].[K+].CCN(CC)CC.